Predict the product of the given reaction. From a dataset of Forward reaction prediction with 1.9M reactions from USPTO patents (1976-2016). (1) Given the reactants Cl[C:2]1[CH:7]=[CH:6][N:5]=[C:4]([S:8][CH3:9])[N:3]=1.[F:10][C:11]1[CH:16]=[C:15](B(O)O)[CH:14]=[C:13]([F:20])[N:12]=1.C([O-])([O-])=O.[Cs+].[Cs+], predict the reaction product. The product is: [F:10][C:11]1[CH:16]=[C:15]([C:2]2[CH:7]=[CH:6][N:5]=[C:4]([S:8][CH3:9])[N:3]=2)[CH:14]=[C:13]([F:20])[N:12]=1. (2) Given the reactants [F:1][C:2]1[CH:7]=[C:6]([F:8])[CH:5]=[CH:4][C:3]=1B(O)O.[Cl:12][C:13]1[CH:14]=[C:15]([CH:18]=[C:19]([Cl:22])[C:20]=1I)[CH2:16][OH:17], predict the reaction product. The product is: [Cl:12][C:13]1[CH:14]=[C:15]([CH2:16][OH:17])[CH:18]=[C:19]([Cl:22])[C:20]=1[C:3]1[CH:4]=[CH:5][C:6]([F:8])=[CH:7][C:2]=1[F:1]. (3) Given the reactants [Cl:1][C:2]1[CH:7]=[C:6]([F:8])[CH:5]=[CH:4][C:3]=1[C:9]1([C:14]([OH:16])=O)[CH2:13][CH2:12][CH2:11][CH2:10]1.[NH2:17][CH2:18][CH2:19][CH2:20][N:21]1[CH2:26][CH2:25][CH:24]([C:27]2[CH:28]=[C:29]([NH:33][C:34]([CH:36]3[CH2:38][CH2:37]3)=[O:35])[CH:30]=[CH:31][CH:32]=2)[CH2:23][CH2:22]1, predict the reaction product. The product is: [Cl:1][C:2]1[CH:7]=[C:6]([F:8])[CH:5]=[CH:4][C:3]=1[C:9]1([C:14]([NH:17][CH2:18][CH2:19][CH2:20][N:21]2[CH2:26][CH2:25][CH:24]([C:27]3[CH:32]=[CH:31][CH:30]=[C:29]([NH:33][C:34]([CH:36]4[CH2:38][CH2:37]4)=[O:35])[CH:28]=3)[CH2:23][CH2:22]2)=[O:16])[CH2:10][CH2:11][CH2:12][CH2:13]1. (4) The product is: [CH3:18][C:19]1[CH:20]=[C:21]([NH:22][C:2]2[CH:3]=[CH:4][C:5]3[N:6]([C:8]([C:11]([O:13][CH2:14][CH3:15])=[O:12])=[CH:9][N:10]=3)[N:7]=2)[CH:23]=[C:24]([CH3:26])[CH:25]=1. Given the reactants Cl[C:2]1[CH:3]=[CH:4][C:5]2[N:6]([C:8]([C:11]([O:13][CH2:14][CH3:15])=[O:12])=[CH:9][N:10]=2)[N:7]=1.N#N.[CH3:18][C:19]1[CH:20]=[C:21]([CH:23]=[C:24]([CH3:26])[CH:25]=1)[NH2:22].CC1(C)C2C(=C(P(C3C=CC=CC=3)C3C=CC=CC=3)C=CC=2)OC2C(P(C3C=CC=CC=3)C3C=CC=CC=3)=CC=CC1=2.C(=O)([O-])[O-].[Cs+].[Cs+], predict the reaction product.